Dataset: Forward reaction prediction with 1.9M reactions from USPTO patents (1976-2016). Task: Predict the product of the given reaction. (1) The product is: [CH3:9][C:8](=[CH:24][C:20]1[CH:19]=[N:18][CH:23]=[CH:22][CH:21]=1)[C:6]([O:5][CH2:4][CH3:3])=[O:7]. Given the reactants [H-].[Na+].[CH3:3][CH2:4][O:5][C:6]([CH:8](P(OCC)(OCC)=O)[CH3:9])=[O:7].[N:18]1[CH:23]=[CH:22][CH:21]=[C:20]([CH:24]=O)[CH:19]=1.O, predict the reaction product. (2) The product is: [CH:1]1([N:4]([CH:5]2[CH2:10][CH2:9][N:8]([C:11]3[C:16]([F:17])=[CH:15][C:14]([C:18]([F:20])([F:19])[F:21])=[CH:13][N:12]=3)[CH2:7][CH2:6]2)[C:32](=[O:33])[C:31]2[CH:30]=[CH:29][C:28]([N:27]3[C:23]([CH3:22])=[N:24][CH:25]=[N:26]3)=[CH:36][CH:35]=2)[CH2:2][CH2:3]1. Given the reactants [CH:1]1([NH:4][CH:5]2[CH2:10][CH2:9][N:8]([C:11]3[C:16]([F:17])=[CH:15][C:14]([C:18]([F:21])([F:20])[F:19])=[CH:13][N:12]=3)[CH2:7][CH2:6]2)[CH2:3][CH2:2]1.[CH3:22][C:23]1[N:27]([C:28]2[CH:36]=[CH:35][C:31]([C:32](O)=[O:33])=[CH:30][CH:29]=2)[N:26]=[CH:25][N:24]=1, predict the reaction product. (3) The product is: [CH2:1]([OH:23])[C@H:2]1[O:7][C@H:6]([O:8][CH2:9][C@@H:10]([OH:19])[C@@H:11]([OH:18])[C@H:12]([OH:17])[CH:13]([OH:16])[CH2:14][OH:15])[C@H:5]([OH:20])[C@@H:4]([OH:21])[C@@H:3]1[OH:22].[CH2:24]([OH:46])[C@H:25]1[O:30][C@H:29]([O:31][CH2:32][C@H:33]2[O:42][C:36]([OH:39])([CH2:37][OH:38])[C@@H:35]([OH:40])[C@@H:34]2[OH:41])[C@H:28]([OH:43])[C@@H:27]([OH:44])[C@@H:26]1[OH:45]. Given the reactants [CH2:1]([OH:23])[C@H:2]1[O:7][C@H:6]([O:8][CH2:9][C@@H:10]([OH:19])[C@@H:11]([OH:18])[C@H:12]([OH:17])[CH:13]([OH:16])[CH2:14][OH:15])[C@H:5]([OH:20])[C@@H:4]([OH:21])[C@@H:3]1[OH:22].[CH2:24]([OH:46])[C@H:25]1[O:30][C@H:29]([O:31][CH2:32][C@@H:33]([OH:42])[C@@H:34]([OH:41])[C@H:35]([OH:40])[C@H:36]([OH:39])[CH2:37][OH:38])[C@H:28]([OH:43])[C@@H:27]([OH:44])[C@@H:26]1[OH:45], predict the reaction product. (4) Given the reactants [CH:1]([C:3]1[CH:8]=[CH:7][C:6]([N:9]=[C:10]2[S:14][CH2:13][C:12]3([CH2:18][CH2:17][CH2:16][CH2:15]3)[N:11]2[CH:19]2[CH2:23][CH2:22][CH2:21][CH2:20]2)=[C:5]([CH2:24][CH3:25])[CH:4]=1)=O.[N+:26]([CH3:29])([O-:28])=[O:27], predict the reaction product. The product is: [CH2:24]([C:5]1[CH:4]=[C:3](/[CH:1]=[CH:29]/[N+:26]([O-:28])=[O:27])[CH:8]=[CH:7][C:6]=1[N:9]=[C:10]1[S:14][CH2:13][C:12]2([CH2:18][CH2:17][CH2:16][CH2:15]2)[N:11]1[CH:19]1[CH2:20][CH2:21][CH2:22][CH2:23]1)[CH3:25]. (5) Given the reactants [OH:1][CH2:2][CH2:3][NH:4][C:5]([NH:7][C:8]1[CH:13]=[CH:12][C:11]([C:14]2[N:15]=[C:16]([N:24]3[CH2:29][CH2:28][O:27][CH2:26][C@@H:25]3[CH3:30])[C:17]3[CH2:23][NH:22][CH2:21][CH2:20][C:18]=3[N:19]=2)=[CH:10][CH:9]=1)=[O:6].C[C@@H]1NCCOC1.[OH:38][C:39]([CH3:44])([CH3:43])[C:40](O)=[O:41], predict the reaction product. The product is: [OH:38][C:39]([CH3:44])([CH3:43])[C:40]([N:22]1[CH2:21][CH2:20][C:18]2[N:19]=[C:14]([C:11]3[CH:10]=[CH:9][C:8]([NH:7][C:5]([NH:4][CH2:3][CH2:2][OH:1])=[O:6])=[CH:13][CH:12]=3)[N:15]=[C:16]([N:24]3[CH2:29][CH2:28][O:27][CH2:26][C@@H:25]3[CH3:30])[C:17]=2[CH2:23]1)=[O:41].